Dataset: Reaction yield outcomes from USPTO patents with 853,638 reactions. Task: Predict the reaction yield, written as a fraction of the theoretical maximum amount of product (1.0 means a 100% yield; for example, 0.34 means a 34% yield). (1) The reactants are [N+:1]([CH2:3][C:4]([O:6][CH2:7][CH3:8])=[O:5])#[C-:2].[CH2:9]1[CH2:19][CH2:18]N2C(=NCCC2)C[CH2:10]1.[CH:20](=[O:22])[CH3:21].C(O)(=[O:25])C. The catalyst is C1COCC1. The product is [CH2:7]([O:6][C:4]([C:3]1[NH:1][CH:2]=[C:9]([C:10]([O:22][CH2:20][CH3:21])=[O:25])[C:19]=1[CH3:18])=[O:5])[CH3:8]. The yield is 0.420. (2) The reactants are [F:1][C:2]1[CH:18]=[CH:17][C:5]([O:6][C:7]2[CH:12]=[CH:11][C:10]([CH:13]=[CH:14][C:15]#[N:16])=[CH:9][CH:8]=2)=[CH:4][CH:3]=1.[BH4-].[Na+]. The catalyst is C(O)C. The product is [F:1][C:2]1[CH:18]=[CH:17][C:5]([O:6][C:7]2[CH:12]=[CH:11][C:10]([CH2:13][CH2:14][C:15]#[N:16])=[CH:9][CH:8]=2)=[CH:4][CH:3]=1. The yield is 0.790. (3) The yield is 0.302. The product is [CH:10]([Si:13]([CH:17]([CH3:19])[CH3:18])([CH:14]([CH3:16])[CH3:15])[N:1]1[CH:5]=[CH:4][CH:3]=[CH:2]1)([CH3:12])[CH3:11]. The catalyst is CN(C=O)C. The reactants are [NH:1]1[CH:5]=[CH:4][CH:3]=[CH:2]1.[H-].[Na+].[H][H].[CH:10]([Si:13](Cl)([CH:17]([CH3:19])[CH3:18])[CH:14]([CH3:16])[CH3:15])([CH3:12])[CH3:11]. (4) The reactants are N[C:2]1[CH:7]=[C:6]([CH3:8])[CH:5]=[CH:4][C:3]=1[S:9]([NH:12][C:13]1[CH:14]=[CH:15][CH:16]=[C:17]2[C:22]=1[N:21]=[CH:20][CH:19]=[CH:18]2)(=[O:11])=[O:10].N(OC(C)(C)C)=O.CC(O)=O. The catalyst is C1COCC1. The product is [CH3:8][C:6]1[CH:7]=[C:2]2[C:3]([S:9](=[O:10])(=[O:11])[NH:12][C:13]3[C:14]2=[CH:15][CH:16]=[C:17]2[C:22]=3[N:21]=[CH:20][CH:19]=[CH:18]2)=[CH:4][CH:5]=1. The yield is 0.0500.